This data is from Catalyst prediction with 721,799 reactions and 888 catalyst types from USPTO. The task is: Predict which catalyst facilitates the given reaction. (1) Reactant: Cl.[CH3:2][O:3][C:4]1[CH:5]=[C:6]2[C:11](=[C:12]([N:14]3[CH2:19][CH2:18][N:17]([CH3:20])[CH2:16][CH2:15]3)[CH:13]=1)[O:10][CH:9]([C:21](O)=[O:22])[CH2:8][CH2:7]2.OC1C2N=NNC=2C=CC=1.CN(C(ON1N=NC2C=CC=CC1=2)=[N+](C)C)C.[B-](F)(F)(F)F.[CH2:56]([S:58]([N:61]1[CH2:66][CH2:65][N:64]([C:67]2[CH:72]=[CH:71][C:70]([NH2:73])=[CH:69][CH:68]=2)[CH2:63][CH2:62]1)(=[O:60])=[O:59])[CH3:57]. Product: [CH2:56]([S:58]([N:61]1[CH2:66][CH2:65][N:64]([C:67]2[CH:72]=[CH:71][C:70]([NH:73][C:21]([CH:9]3[CH2:8][CH2:7][C:6]4[C:11](=[C:12]([N:14]5[CH2:19][CH2:18][N:17]([CH3:20])[CH2:16][CH2:15]5)[CH:13]=[C:4]([O:3][CH3:2])[CH:5]=4)[O:10]3)=[O:22])=[CH:69][CH:68]=2)[CH2:63][CH2:62]1)(=[O:60])=[O:59])[CH3:57]. The catalyst class is: 9. (2) Reactant: [OH:1][NH:2][C:3](=[NH:7])[CH:4]([CH3:6])[CH3:5].[H-].[Na+].C(O[C:13]([CH:15]1[CH2:20][CH2:19][C:18](=[O:21])[CH2:17][CH2:16]1)=O)C. The catalyst class is: 7. Product: [CH:4]([C:3]1[N:7]=[C:13]([CH:15]2[CH2:20][CH2:19][C:18](=[O:21])[CH2:17][CH2:16]2)[O:1][N:2]=1)([CH3:6])[CH3:5]. (3) Reactant: [CH3:1][O:2][C:3]1[CH:8]=[CH:7][C:6]([N:9]2[C:18]3[C:13](=[CH:14][C:15]([F:32])=[C:16]([N:19]4[CH2:23][CH2:22][CH:21]([NH:24][C:25]([O:27][C:28]([CH3:31])([CH3:30])[CH3:29])=[O:26])[CH2:20]4)[CH:17]=3)[C:12](=[O:33])[N:11]([O:34]CC3C=CC=CC=3)[C:10]2=[O:42])=[CH:5][CH:4]=1. Product: [CH3:1][O:2][C:3]1[CH:8]=[CH:7][C:6]([N:9]2[C:18]3[C:13](=[CH:14][C:15]([F:32])=[C:16]([N:19]4[CH2:23][CH2:22][CH:21]([NH:24][C:25]([O:27][C:28]([CH3:31])([CH3:29])[CH3:30])=[O:26])[CH2:20]4)[CH:17]=3)[C:12](=[O:33])[N:11]([OH:34])[C:10]2=[O:42])=[CH:5][CH:4]=1. The catalyst class is: 45. (4) Reactant: [N:1]1[C:10]2[C:5](=[CH:6][C:7]3[O:14][CH2:13][CH2:12][O:11][C:8]=3[CH:9]=2)[C:4](=O)[NH:3][CH:2]=1.O=P(Cl)(Cl)[Cl:18]. Product: [Cl:18][C:4]1[C:5]2[C:10](=[CH:9][C:8]3[O:11][CH2:12][CH2:13][O:14][C:7]=3[CH:6]=2)[N:1]=[CH:2][N:3]=1. The catalyst class is: 11. (5) Reactant: [N:1]1[CH:6]=[CH:5][C:4]([C:7]([O:9]CC)=O)=[CH:3][CH:2]=1.[CH3:12][C:13]([CH3:15])=[O:14].C[O-].[Na+]. Product: [OH:14]/[C:13](/[CH3:15])=[CH:12]\[C:7]([C:4]1[CH:3]=[CH:2][N:1]=[CH:6][CH:5]=1)=[O:9]. The catalyst class is: 1. (6) The catalyst class is: 2. Reactant: [F:1][C:2]([F:32])([F:31])[O:3][C:4]1[CH:9]=[CH:8][C:7]([C:10]2([N:13]3[CH2:18][CH2:17][CH:16]([O:19][N:20]4C(=O)C5C(=CC=CC=5)C4=O)[CH2:15][CH2:14]3)[CH2:12][CH2:11]2)=[CH:6][CH:5]=1.O.NN. Product: [F:32][C:2]([F:1])([F:31])[O:3][C:4]1[CH:9]=[CH:8][C:7]([C:10]2([N:13]3[CH2:14][CH2:15][CH:16]([O:19][NH2:20])[CH2:17][CH2:18]3)[CH2:11][CH2:12]2)=[CH:6][CH:5]=1. (7) Reactant: [H-].[Na+].[Cl:3][C:4]1[CH:21]=[CH:20][C:7]([O:8][CH2:9][C:10]2[NH:11][C:12]3[C:18]([CH3:19])=[CH:17][CH:16]=[CH:15][C:13]=3[N:14]=2)=[CH:6][CH:5]=1.[CH2:22]([O:24][C:25]([CH:27]([CH2:31][C:32]1[CH:37]=[CH:36][CH:35]=[CH:34][CH:33]=1)[CH2:28][CH2:29]Br)=[O:26])[CH3:23].O. The catalyst class is: 9. Product: [CH2:22]([O:24][C:25]([CH:27]([CH2:31][C:32]1[CH:33]=[CH:34][CH:35]=[CH:36][CH:37]=1)[CH2:28][CH2:29][N:14]1[C:13]2[CH:15]=[CH:16][CH:17]=[C:18]([CH3:19])[C:12]=2[N:11]=[C:10]1[CH2:9][O:8][C:7]1[CH:20]=[CH:21][C:4]([Cl:3])=[CH:5][CH:6]=1)=[O:26])[CH3:23].